From a dataset of Reaction yield outcomes from USPTO patents with 853,638 reactions. Predict the reaction yield, written as a fraction of the theoretical maximum amount of product (1.0 means a 100% yield; for example, 0.34 means a 34% yield). (1) The catalyst is C(#N)C. The product is [F:1][C:2]1[CH:10]=[CH:9][C:8]2[N:7]([CH2:17][C:18]3[CH:27]=[CH:26][C:21]([C:22]([O:24][CH3:25])=[O:23])=[CH:20][CH:19]=3)[C:6]3[CH2:11][CH2:12][NH:13][C:14](=[O:15])[C:5]=3[C:4]=2[CH:3]=1. The yield is 0.480. The reactants are [F:1][C:2]1[CH:10]=[CH:9][C:8]2[NH:7][C:6]3[CH2:11][CH2:12][NH:13][C:14](=[O:15])[C:5]=3[C:4]=2[CH:3]=1.Br[CH2:17][C:18]1[CH:27]=[CH:26][C:21]([C:22]([O:24][CH3:25])=[O:23])=[CH:20][CH:19]=1.C(=O)([O-])[O-].[Cs+].[Cs+]. (2) The reactants are [Cl:1][C:2]1[C:7]2[S:8][C:9]([C:11]3[C:16]([Cl:17])=[CH:15][C:14](I)=[CH:13][C:12]=3[Cl:19])=[N:10][C:6]=2[CH:5]=[CH:4][N:3]=1.[CH:20]1(B(O)O)[CH2:22][CH2:21]1.P(C1CCCCC1)(C1CCCCC1)C1CCCCC1.[O-]P([O-])([O-])=O.[K+].[K+].[K+]. The catalyst is C1(C)C=CC=CC=1.O.CC([O-])=O.CC([O-])=O.[Pd+2]. The product is [Cl:1][C:2]1[C:7]2[S:8][C:9]([C:11]3[C:16]([Cl:17])=[CH:15][C:14]([CH:20]4[CH2:22][CH2:21]4)=[CH:13][C:12]=3[Cl:19])=[N:10][C:6]=2[CH:5]=[CH:4][N:3]=1. The yield is 0.610. (3) The reactants are [CH2:1]([S:3]([C:6]1[CH:7]=[CH:8][C:9]([O:15][CH:16]([CH3:18])[CH3:17])=[C:10]([CH:14]=1)[C:11]([OH:13])=O)(=[O:5])=[O:4])[CH3:2].Cl.[F:20][C:21]([F:34])([F:33])[C:22]1[S:26][C:25]([N:27]2[CH2:32][CH2:31][NH:30][CH2:29][CH2:28]2)=[N:24][CH:23]=1. No catalyst specified. The product is [CH2:1]([S:3]([C:6]1[CH:7]=[CH:8][C:9]([O:15][CH:16]([CH3:18])[CH3:17])=[C:10]([C:11]([N:30]2[CH2:31][CH2:32][N:27]([C:25]3[S:26][C:22]([C:21]([F:34])([F:20])[F:33])=[CH:23][N:24]=3)[CH2:28][CH2:29]2)=[O:13])[CH:14]=1)(=[O:4])=[O:5])[CH3:2]. The yield is 0.210. (4) The reactants are [CH2:1]([C:3]1[N:4]=[C:5]([CH2:27][CH2:28][CH3:29])[N:6]([CH2:12][C:13]2[CH:18]=[CH:17][C:16]([C:19]3[C:20]([C:25]#[N:26])=[CH:21][CH:22]=[CH:23][CH:24]=3)=[CH:15][CH:14]=2)[C:7](=[O:11])[C:8]=1[CH:9]=[O:10])[CH3:2].O1C[CH2:33][CH2:32][CH2:31]1. No catalyst specified. The product is [CH2:1]([C:3]1[N:4]=[C:5]([CH2:27][CH2:28][CH3:29])[N:6]([CH2:12][C:13]2[CH:18]=[CH:17][C:16]([C:19]3[C:20]([C:25]#[N:26])=[CH:21][CH:22]=[CH:23][CH:24]=3)=[CH:15][CH:14]=2)[C:7](=[O:11])[C:8]=1[CH:9]([OH:10])[CH:32]([CH3:33])[CH3:31])[CH3:2]. The yield is 0.570. (5) The reactants are C([N:8](CC1C=CC=CC=1)[C:9]1[CH:14]=[C:13]([CH3:15])[C:12]([CH:16]2[O:20][CH2:19][CH2:18][O:17]2)=[CH:11][C:10]=1[CH3:21])C1C=CC=CC=1. The catalyst is C(O)C.O. The product is [O:17]1[CH2:18][CH2:19][O:20][CH:16]1[C:12]1[C:13]([CH3:15])=[CH:14][C:9]([NH2:8])=[C:10]([CH3:21])[CH:11]=1. The yield is 0.920. (6) The reactants are [CH3:1][O:2][C:3]1[CH:11]=[CH:10][CH:9]=[CH:8][C:4]=1[C:5]([NH2:7])=O.P12(SP3(SP(SP(S3)(S1)=S)(=S)S2)=S)=[S:13].C1COCC1. No catalyst specified. The product is [CH3:1][O:2][C:3]1[CH:11]=[CH:10][CH:9]=[CH:8][C:4]=1[C:5]([NH2:7])=[S:13]. The yield is 0.640. (7) The reactants are [F:1][CH:2]([F:41])[C:3]1[N:7]([C:8]2[N:13]=[C:12]([N:14]3[CH2:19][CH2:18][O:17][CH2:16][CH2:15]3)[N:11]=[C:10]([NH:20][C@H:21]3[CH2:26][CH2:25][C@H:24]([NH:27]C(=O)OC(C)(C)C)[CH2:23][CH2:22]3)[N:9]=2)[C:6]2[CH:35]=[CH:36][CH:37]=[C:38]([O:39][CH3:40])[C:5]=2[N:4]=1.[CH3:42][S:43](Cl)(=[O:45])=[O:44]. No catalyst specified. The product is [F:1][CH:2]([F:41])[C:3]1[N:7]([C:8]2[N:13]=[C:12]([N:14]3[CH2:19][CH2:18][O:17][CH2:16][CH2:15]3)[N:11]=[C:10]([NH:20][C@H:21]3[CH2:26][CH2:25][C@H:24]([NH:27][S:43]([CH3:42])(=[O:45])=[O:44])[CH2:23][CH2:22]3)[N:9]=2)[C:6]2[CH:35]=[CH:36][CH:37]=[C:38]([O:39][CH3:40])[C:5]=2[N:4]=1. The yield is 0.900. (8) The reactants are CCN(CC)CC.[C:8]1([CH3:18])[CH:13]=[CH:12][C:11]([S:14](Cl)(=[O:16])=[O:15])=[CH:10][CH:9]=1.[C:19]([O:23][C:24]([N:26]1[CH2:29][CH2:28][C@H:27]1[CH2:30][O:31][C:32]1[CH:33]=[C:34]([C@@H:38]2[CH2:40][C@H:39]2[CH2:41][CH2:42][OH:43])[CH:35]=[N:36][CH:37]=1)=[O:25])([CH3:22])([CH3:21])[CH3:20]. The catalyst is CN(C)C1C=CN=CC=1.C(Cl)Cl. The product is [C:8]1([CH3:18])[CH:13]=[CH:12][C:11]([S:14]([O:43][CH2:42][CH2:41][C@@H:39]2[CH2:40][C@H:38]2[C:34]2[CH:35]=[N:36][CH:37]=[C:32]([O:31][CH2:30][C@@H:27]3[CH2:28][CH2:29][N:26]3[C:24]([O:23][C:19]([CH3:22])([CH3:21])[CH3:20])=[O:25])[CH:33]=2)(=[O:16])=[O:15])=[CH:10][CH:9]=1. The yield is 0.820. (9) The reactants are Br[C:2]1[CH:7]=[CH:6][C:5]([N:8]([C:25](=[O:34])/[CH:26]=[CH:27]/[C:28]2[CH:33]=[CH:32][CH:31]=[CH:30][CH:29]=2)[CH2:9][C:10]([N:12]2[CH2:16][CH2:15][C@H:14]([NH:17][C:18](=[O:24])[O:19][C:20]([CH3:23])([CH3:22])[CH3:21])[CH2:13]2)=[O:11])=[CH:4][CH:3]=1.C([O-])(=O)C.[K+].[B:40]1([B:40]2[O:44][C:43]([CH3:46])([CH3:45])[C:42]([CH3:48])([CH3:47])[O:41]2)[O:44][C:43]([CH3:46])([CH3:45])[C:42]([CH3:48])([CH3:47])[O:41]1. The catalyst is CN(C=O)C. The product is [CH3:47][C:42]1([CH3:48])[C:43]([CH3:46])([CH3:45])[O:44][B:40]([C:2]2[CH:7]=[CH:6][C:5]([N:8]([C:25](=[O:34])/[CH:26]=[CH:27]/[C:28]3[CH:33]=[CH:32][CH:31]=[CH:30][CH:29]=3)[CH2:9][C:10]([N:12]3[CH2:16][CH2:15][C@H:14]([NH:17][C:18](=[O:24])[O:19][C:20]([CH3:23])([CH3:22])[CH3:21])[CH2:13]3)=[O:11])=[CH:4][CH:3]=2)[O:41]1. The yield is 0.710. (10) The reactants are O[C:2]1[CH:3]=[C:4]([C:13]([O:15][CH2:16][CH3:17])=[O:14])[CH:5]=[C:6]([CH:12]=1)[C:7]([O:9][CH2:10][CH3:11])=[O:8].O=[N+]([O-])[O-].[O-][N+](=O)[O-].[O-][N+](=O)[O-].[O-][N+](=O)[O-].[O-][N+](=O)[O-].[O-][N+](=O)[O-].[Ce+4].[NH4+].[NH4+].C[C:46](O)=[O:47]. The catalyst is O. The product is [CH:46]([C:2]1[CH:3]=[C:4]([C:13]([O:15][CH2:16][CH3:17])=[O:14])[CH:5]=[C:6]([CH:12]=1)[C:7]([O:9][CH2:10][CH3:11])=[O:8])=[O:47]. The yield is 0.990.